This data is from CYP2D6 substrate classification data from Carbon-Mangels et al.. The task is: Regression/Classification. Given a drug SMILES string, predict its absorption, distribution, metabolism, or excretion properties. Task type varies by dataset: regression for continuous measurements (e.g., permeability, clearance, half-life) or binary classification for categorical outcomes (e.g., BBB penetration, CYP inhibition). Dataset: cyp2d6_substrate_carbonmangels. (1) The compound is CC(C)(Oc1ccc(CCNC(=O)c2ccc(Cl)cc2)cc1)C(=O)O. The result is 0 (non-substrate). (2) The compound is CC[C@@]1(c2ccncc2)CCC(=O)NC1=O. The result is 0 (non-substrate). (3) The molecule is COc1cccc2c1C(=O)c1c(O)c3c(c(O)c1C2=O)C[C@@](O)(C(=O)CO)C[C@@H]3O[C@H]1C[C@H](N)[C@H](O)[C@H](C)O1. The result is 0 (non-substrate). (4) The compound is FC(F)O[C@@H](Cl)C(F)(F)F. The result is 0 (non-substrate). (5) The compound is CC(C)Nc1cccnc1N1CCN(C(=O)c2cc3cc(NS(C)(=O)=O)ccc3[nH]2)CC1. The result is 1 (substrate). (6) The compound is OCCOCCN1CCN(C2=Nc3ccccc3Sc3ccccc32)CC1. The result is 1 (substrate). (7) The compound is CN1C(=O)CN=C(c2ccccc2)c2cc(Cl)ccc21. The result is 0 (non-substrate). (8) The drug is Cc1[nH]cnc1CN1CCc2c(c3ccccc3n2C)C1=O. The result is 0 (non-substrate). (9) The drug is Cc1nnc(NS(=O)(=O)c2ccc(N)cc2)s1. The result is 0 (non-substrate).